Dataset: Full USPTO retrosynthesis dataset with 1.9M reactions from patents (1976-2016). Task: Predict the reactants needed to synthesize the given product. (1) The reactants are: [N:1]1[CH:6]=[CH:5][CH:4]=[C:3]([NH:7][C:8](=[O:14])[O:9][C:10]([CH3:13])([CH3:12])[CH3:11])[CH:2]=1.C([Li])(C)(C)C.CCCCC.[I:25]I. Given the product [I:25][C:4]1[CH:5]=[CH:6][N:1]=[CH:2][C:3]=1[NH:7][C:8](=[O:14])[O:9][C:10]([CH3:11])([CH3:13])[CH3:12], predict the reactants needed to synthesize it. (2) Given the product [C:21]1([CH3:31])[CH:26]=[CH:25][CH:24]=[C:23]([S:27]([N:1]2[CH2:6][CH2:5][CH:4]([CH2:7][O:8][C:9]3[CH:18]=[CH:17][CH:16]=[C:15]4[C:10]=3[C:11]([NH2:20])=[N:12][C:13]([NH2:19])=[N:14]4)[CH2:3][CH2:2]2)(=[O:29])=[O:28])[CH:22]=1, predict the reactants needed to synthesize it. The reactants are: [NH:1]1[CH2:6][CH2:5][CH:4]([CH2:7][O:8][C:9]2[CH:18]=[CH:17][CH:16]=[C:15]3[C:10]=2[C:11]([NH2:20])=[N:12][C:13]([NH2:19])=[N:14]3)[CH2:3][CH2:2]1.[C:21]1([CH3:31])[CH:26]=[CH:25][CH:24]=[C:23]([S:27](Cl)(=[O:29])=[O:28])[CH:22]=1.